This data is from Full USPTO retrosynthesis dataset with 1.9M reactions from patents (1976-2016). The task is: Predict the reactants needed to synthesize the given product. (1) The reactants are: [CH2:1]([C:8]1[CH:13]=[CH:12][C:11](Br)=[CH:10][CH:9]=1)[C:2]1[CH:7]=[CH:6][CH:5]=[CH:4][CH:3]=1.[CH:15]([C:17]1[O:21][C:20](B(O)O)=[CH:19][CH:18]=1)=[O:16].C(=O)([O-])[O-].[Na+].[Na+]. Given the product [CH2:1]([C:8]1[CH:13]=[CH:12][C:11]([C:20]2[O:21][C:17]([CH:15]=[O:16])=[CH:18][CH:19]=2)=[CH:10][CH:9]=1)[C:2]1[CH:7]=[CH:6][CH:5]=[CH:4][CH:3]=1, predict the reactants needed to synthesize it. (2) Given the product [Cl:1][C:2]1[CH:3]=[CH:4][C:5]([CH2:6][CH2:7][NH:8][C:9]([C:11]2[CH:29]=[CH:28][C:14]([O:15][C:16]3[CH:21]=[CH:20][C:19]([CH2:22][C:23]([O:25][CH3:26])=[O:24])=[CH:18][C:17]=3[F:27])=[CH:13][CH:12]=2)=[O:10])=[CH:31][CH:32]=1, predict the reactants needed to synthesize it. The reactants are: [Cl:1][C:2]1[CH:32]=[CH:31][C:5]([CH2:6][CH2:7][NH:8][C:9]([C:11]2[CH:29]=[CH:28][C:14]([O:15][C:16]3[CH:21]=[CH:20][C:19]([CH2:22][C:23]([O:25][CH3:26])=[O:24])=[CH:18][C:17]=3[F:27])=[C:13](N)[CH:12]=2)=[O:10])=[CH:4][CH:3]=1. (3) Given the product [N:8]1[CH:9]=[CH:10][N:11]2[CH:16]=[CH:15][C:14]([CH2:17][NH:18][C:19](=[O:31])[C:20]3[CH:21]=[CH:22][C:23]([CH:26]4[CH2:30][CH2:29][N:28]([S:4]([CH:2]([CH3:3])[CH3:1])(=[O:6])=[O:5])[CH2:27]4)=[CH:24][CH:25]=3)=[CH:13][C:12]=12, predict the reactants needed to synthesize it. The reactants are: [CH3:1][CH:2]([S:4](Cl)(=[O:6])=[O:5])[CH3:3].[N:8]1[CH:9]=[CH:10][N:11]2[CH:16]=[CH:15][C:14]([CH2:17][NH:18][C:19](=[O:31])[C:20]3[CH:25]=[CH:24][C:23]([CH:26]4[CH2:30][CH2:29][NH:28][CH2:27]4)=[CH:22][CH:21]=3)=[CH:13][C:12]=12.N1CC(C2C=CC(C(NCC3C=CN4C=CN=C4C=3)=O)=CC=2)C1. (4) Given the product [Cl:10][C:2]1([CH:7]=[CH:6][CH:5]=[CH:4][CH2:3]1)/[CH:1]=[N:8]/[OH:9], predict the reactants needed to synthesize it. The reactants are: [CH:1](=[N:8]/[OH:9])\[C:2]1[CH:7]=[CH:6][CH:5]=[CH:4][CH:3]=1.[Cl:10]N1C(=O)CCC1=O.O. (5) The reactants are: [C:1]([N:5]([C:21](=[O:30])[C:22]1[CH:27]=[C:26]([CH3:28])[CH:25]=[C:24]([CH3:29])[CH:23]=1)[NH:6][C:7]([C:9]1[CH:20]=[CH:19][C:12]2[B:13]([OH:18])N(C)N=[CH:16][C:11]=2[CH:10]=1)=[O:8])([CH3:4])([CH3:3])[CH3:2].[C:31]([NH:34][NH2:35])(=[O:33])[CH3:32]. Given the product [C:31]([N:34]1[B:13]([OH:18])[C:12]2[CH:19]=[CH:20][C:9]([C:7]([NH:6][N:5]([C:1]([CH3:4])([CH3:3])[CH3:2])[C:21](=[O:30])[C:22]3[CH:23]=[C:24]([CH3:29])[CH:25]=[C:26]([CH3:28])[CH:27]=3)=[O:8])=[CH:10][C:11]=2[CH:16]=[N:35]1)(=[O:33])[CH3:32], predict the reactants needed to synthesize it. (6) Given the product [NH2:16][C:5]1[C:4]([OH:19])=[CH:3][C:2]([F:1])=[CH:7][C:6]=1[OH:8], predict the reactants needed to synthesize it. The reactants are: [F:1][C:2]1[CH:3]=[C:4]([O:19]CC2C=CC=CC=2)[C:5]([N+:16]([O-])=O)=[C:6]([O:8]CC2C=CC=CC=2)[CH:7]=1. (7) Given the product [Cl:14][C:6]1[NH:5][C:4](=[O:11])[N:3]([CH3:2])[C:8](=[O:9])[CH:7]=1, predict the reactants needed to synthesize it. The reactants are: O.[CH3:2][N:3]1[C:8](=[O:9])[CH2:7][C:6](=O)[NH:5][C:4]1=[O:11].O=P(Cl)(Cl)[Cl:14].